From a dataset of Forward reaction prediction with 1.9M reactions from USPTO patents (1976-2016). Predict the product of the given reaction. (1) The product is: [OH:52][C:49]1[CH:48]=[CH:47][C:46]([C:14]2[C:12]3[NH:13][C:9]([C:8]([C:5]4[CH:6]=[CH:7][C:2]([O:1][CH2:59][CH2:60][CH2:61][CH2:62][CH2:63][CH2:64][CH2:65][CH3:66])=[CH:3][CH:4]=4)=[C:28]4[N:29]=[C:25]([C:24]([C:30]5[CH:31]=[CH:32][C:33]([OH:36])=[CH:34][CH:35]=5)=[C:23]5[NH:37][C:20](=[C:19]([C:38]6[CH:43]=[CH:42][C:41]([OH:44])=[CH:40][CH:39]=6)[C:18]6[CH:17]=[CH:16][C:15]=2[N:45]=6)[CH:21]=[CH:22]5)[CH:26]=[CH:27]4)=[CH:10][CH:11]=3)=[CH:51][CH:50]=1. Given the reactants [OH:1][C:2]1[CH:7]=[CH:6][C:5]([C:8]2[C:9]3[NH:13][C:12]([C:14]([C:46]4[CH:51]=[CH:50][C:49]([OH:52])=[CH:48][CH:47]=4)=[C:15]4[N:45]=[C:18]([C:19]([C:38]5[CH:43]=[CH:42][C:41]([OH:44])=[CH:40][CH:39]=5)=[C:20]5[NH:37][C:23](=[C:24]([C:30]6[CH:35]=[CH:34][C:33]([OH:36])=[CH:32][CH:31]=6)[C:25]6[CH:26]=[CH:27][C:28]=2[N:29]=6)[CH:22]=[CH:21]5)[CH:17]=[CH:16]4)=[CH:11][CH:10]=3)=[CH:4][CH:3]=1.C(=O)([O-])[O-].[K+].[K+].[CH2:59](Br)[CH2:60][CH2:61][CH2:62][CH2:63][CH2:64][CH2:65][CH3:66], predict the reaction product. (2) Given the reactants [Cl:1][C:2]1[CH:7]=[CH:6][C:5]([C@H:8]2[C@H:17]3[CH2:18][CH2:19][N:20](C(OCC4C=CC=CC=4)=O)[C@H:16]3[C:15]3[CH:14]=[CH:13][CH:12]=[CH:11][C:10]=3[NH:9]2)=[CH:4][CH:3]=1.[ClH:31], predict the reaction product. The product is: [ClH:1].[ClH:31].[Cl:1][C:2]1[CH:7]=[CH:6][C:5]([C@H:8]2[C@H:17]3[CH2:18][CH2:19][NH:20][C@H:16]3[C:15]3[CH:14]=[CH:13][CH:12]=[CH:11][C:10]=3[NH:9]2)=[CH:4][CH:3]=1.